This data is from Reaction yield outcomes from USPTO patents with 853,638 reactions. The task is: Predict the reaction yield, written as a fraction of the theoretical maximum amount of product (1.0 means a 100% yield; for example, 0.34 means a 34% yield). The reactants are [H-].[Al+3].[Li+].[H-].[H-].[H-].[S:7]1[CH:11]=[CH:10][CH:9]=[C:8]1[CH2:12][O:13][C:14]1[CH:21]=[CH:20][C:17]([C:18]#[N:19])=[CH:16][CH:15]=1.CO.[Cl-].[NH4+]. The catalyst is O1CCCC1.O. The product is [S:7]1[CH:11]=[CH:10][CH:9]=[C:8]1[CH2:12][O:13][C:14]1[CH:21]=[CH:20][C:17]([CH2:18][NH2:19])=[CH:16][CH:15]=1. The yield is 0.820.